Dataset: HIV replication inhibition screening data with 41,000+ compounds from the AIDS Antiviral Screen. Task: Binary Classification. Given a drug SMILES string, predict its activity (active/inactive) in a high-throughput screening assay against a specified biological target. (1) The drug is C1=C(c2ccccc2)C(N2CCOCC2)Oc2ccccc21. The result is 0 (inactive). (2) The molecule is CC(C)(Oc1ccc2c(=O)cc(-c3ccccc3)oc2c1)C(=O)N1CCN(c2ccccc2)CC1. The result is 0 (inactive). (3) The molecule is CC1CN(C(=O)OCC23COC4(C)CCC(C)(OC2)N34)CC(C)O1. The result is 0 (inactive).